Dataset: Full USPTO retrosynthesis dataset with 1.9M reactions from patents (1976-2016). Task: Predict the reactants needed to synthesize the given product. (1) The reactants are: [N+:1]([C:4]1[CH:9]=[CH:8][CH:7]=[CH:6][C:5]=1[N:10]=[C:11]=[O:12])([O-:3])=[O:2].[N:13]1[CH:18]=[CH:17][C:16]([N:19]2[CH2:24][CH2:23][CH:22]([CH2:25][OH:26])[CH2:21][CH2:20]2)=[CH:15][CH:14]=1. Given the product [N+:1]([C:4]1[CH:9]=[CH:8][CH:7]=[CH:6][C:5]=1[NH:10][C:11]([O:26][CH2:25][CH:22]1[CH2:21][CH2:20][N:19]([C:16]2[CH:17]=[CH:18][N:13]=[CH:14][CH:15]=2)[CH2:24][CH2:23]1)=[O:12])([O-:3])=[O:2], predict the reactants needed to synthesize it. (2) Given the product [F:19][C:20]1[CH:21]=[CH:22][C:23]([C:24]([CH:26]2[CH2:27][CH2:28][N:29]([CH2:32][C:33]([N:4]([CH2:5][C:6]3[NH:7][C:8](=[O:16])[C:9]4[CH2:15][O:14][CH2:13][CH2:12][C:10]=4[N:11]=3)[CH2:3][C:2]([F:1])([F:17])[F:18])=[O:34])[CH2:30][CH2:31]2)=[O:25])=[CH:36][CH:37]=1, predict the reactants needed to synthesize it. The reactants are: [F:1][C:2]([F:18])([F:17])[CH2:3][NH:4][CH2:5][C:6]1[NH:7][C:8](=[O:16])[C:9]2[CH2:15][O:14][CH2:13][CH2:12][C:10]=2[N:11]=1.[F:19][C:20]1[CH:37]=[CH:36][C:23]([C:24]([CH:26]2[CH2:31][CH2:30][N:29]([CH2:32][C:33](O)=[O:34])[CH2:28][CH2:27]2)=[O:25])=[CH:22][CH:21]=1.CC#N.O.